From a dataset of Forward reaction prediction with 1.9M reactions from USPTO patents (1976-2016). Predict the product of the given reaction. (1) Given the reactants [CH:1]1([C:6]2[NH:10][N:9]=[C:8]([C:11]([OH:13])=[O:12])[CH:7]=2)[CH2:5][CH2:4][CH2:3][CH2:2]1.S(=O)(=O)(O)O.[N+:19]([O-])([OH:21])=[O:20], predict the reaction product. The product is: [CH:1]1([C:6]2[NH:10][N:9]=[C:8]([C:11]([OH:13])=[O:12])[C:7]=2[N+:19]([O-:21])=[O:20])[CH2:2][CH2:3][CH2:4][CH2:5]1. (2) Given the reactants [C:1](=O)([O:21]N1C(=O)CCC1=O)[O:2][C:3]1[CH:8]=[CH:7][C:6]([C:9]2[CH:14]=[CH:13][C:12]([C:15](=[O:20])[NH:16][CH:17]3[CH2:19][CH2:18]3)=[CH:11][CH:10]=2)=[CH:5][CH:4]=1.[CH3:30][NH:31][CH2:32][C:33]1[CH:38]=[CH:37][CH:36]=[C:35]([C:39]2[CH:44]=[CH:43][N:42]=[CH:41][CH:40]=2)[CH:34]=1.C(N(CC)CC)C, predict the reaction product. The product is: [CH3:30][N:31]([CH2:32][C:33]1[CH:38]=[CH:37][CH:36]=[C:35]([C:39]2[CH:40]=[CH:41][N:42]=[CH:43][CH:44]=2)[CH:34]=1)[C:1](=[O:21])[O:2][C:3]1[CH:4]=[CH:5][C:6]([C:9]2[CH:14]=[CH:13][C:12]([C:15](=[O:20])[NH:16][CH:17]3[CH2:19][CH2:18]3)=[CH:11][CH:10]=2)=[CH:7][CH:8]=1. (3) Given the reactants [C:1]1([CH2:7][CH2:8][CH2:9][CH2:10][OH:11])[CH:6]=[CH:5][CH:4]=[CH:3][CH:2]=1.[H-].[Na+].[Br:14][CH2:15][CH2:16][CH2:17][CH2:18][CH2:19][CH2:20]Br.O, predict the reaction product. The product is: [Br:14][CH2:15][CH2:16][CH2:17][CH2:18][CH2:19][CH2:20][O:11][CH2:10][CH2:9][CH2:8][CH2:7][C:1]1[CH:6]=[CH:5][CH:4]=[CH:3][CH:2]=1. (4) Given the reactants C1(S([N:10]2[C:14]3=[N:15][CH:16]=[C:17]([O:19][CH2:20][C:21]([N:23]([CH3:25])[CH3:24])=[O:22])[CH:18]=[C:13]3[CH:12]=[C:11]2[C:26]([C:33]2[CH:38]=[CH:37][C:36]([S:39]([CH3:42])(=[O:41])=[O:40])=[CH:35][CH:34]=2)=[CH:27][CH:28]2[CH2:32][CH2:31][CH2:30][CH2:29]2)(=O)=O)C=CC=CC=1.[F-].C([N+](CCCC)(CCCC)CCCC)CCC, predict the reaction product. The product is: [CH:28]1([CH:27]=[C:26]([C:11]2[NH:10][C:14]3=[N:15][CH:16]=[C:17]([O:19][CH2:20][C:21]([N:23]([CH3:24])[CH3:25])=[O:22])[CH:18]=[C:13]3[CH:12]=2)[C:33]2[CH:38]=[CH:37][C:36]([S:39]([CH3:42])(=[O:40])=[O:41])=[CH:35][CH:34]=2)[CH2:32][CH2:31][CH2:30][CH2:29]1.